From a dataset of Forward reaction prediction with 1.9M reactions from USPTO patents (1976-2016). Predict the product of the given reaction. (1) Given the reactants [NH2:1][C:2]1[N:7]=[CH:6][N:5]=[C:4]2[N:8]([CH:12]([C:14]3[O:15][C:16]4[C:21]([C:22](=[O:31])[C:23]=3[C:24]3[CH:29]=[CH:28][CH:27]=[C:26]([F:30])[CH:25]=3)=[CH:20][CH:19]=[CH:18][CH:17]=4)[CH3:13])[N:9]=[C:10](I)[C:3]=12.[CH3:32][C:33]1[C:41]2[C:36](=[CH:37][CH:38]=[C:39](B3OC(C)(C)C(C)(C)O3)[CH:40]=2)[NH:35][CH:34]=1.C(=O)([O-])[O-].[Na+].[Na+].ClCCl, predict the reaction product. The product is: [NH2:1][C:2]1[N:7]=[CH:6][N:5]=[C:4]2[N:8]([CH:12]([C:14]3[O:15][C:16]4[C:21]([C:22](=[O:31])[C:23]=3[C:24]3[CH:29]=[CH:28][CH:27]=[C:26]([F:30])[CH:25]=3)=[CH:20][CH:19]=[CH:18][CH:17]=4)[CH3:13])[N:9]=[C:10]([C:39]3[CH:40]=[C:41]4[C:36](=[CH:37][CH:38]=3)[NH:35][CH:34]=[C:33]4[CH3:32])[C:3]=12. (2) Given the reactants Br[C:2]1[N:7]=[C:6](Br)[CH:5]=[C:4]([Br:9])[N:3]=1.[N:10]1[C:19]2[C:14](=[CH:15][CH:16]=[CH:17][CH:18]=2)[CH:13]=[C:12]([NH2:20])[CH:11]=1.CCN(C(C)C)C(C)C.[NH:30]1[CH2:35][CH2:34][O:33][CH2:32][CH2:31]1, predict the reaction product. The product is: [Br:9][C:4]1[N:3]=[C:2]([N:30]2[CH2:35][CH2:34][O:33][CH2:32][CH2:31]2)[N:7]=[C:6]([NH:20][C:12]2[CH:11]=[N:10][C:19]3[C:14]([CH:13]=2)=[CH:15][CH:16]=[CH:17][CH:18]=3)[CH:5]=1. (3) Given the reactants [NH2:1][C:2]1[N:3]=[C:4]2[CH:9]=[CH:8][C:7]([O:10][C:11]3[CH:12]=[C:13]([NH:17][C:18]([C:20]4[C:25]([CH3:26])=[CH:24][CH:23]=[CH:22][N:21]=4)=[O:19])[CH:14]=[CH:15][CH:16]=3)=[CH:6][N:5]2[CH:27]=1.[N:28]1[CH:33]=[CH:32][CH:31]=[C:30]([C:34](O)=[O:35])[CH:29]=1.Cl.CN(C)CCCN=C=NCC.N1(O)C2C=CC=CC=2N=N1.C(N(CC)C(C)C)(C)C, predict the reaction product. The product is: [CH3:26][C:25]1[C:20]([C:18]([NH:17][C:13]2[CH:14]=[CH:15][CH:16]=[C:11]([O:10][C:7]3[CH:8]=[CH:9][C:4]4[N:5]([CH:27]=[C:2]([NH:1][C:34]([C:30]5[CH:29]=[N:28][CH:33]=[CH:32][CH:31]=5)=[O:35])[N:3]=4)[CH:6]=3)[CH:12]=2)=[O:19])=[N:21][CH:22]=[CH:23][CH:24]=1. (4) Given the reactants O=C1CCN(C(OC(C)(C)C)=O)CC1.C(C1C=CC(B(O)O)=CC=1)=O.[CH:26]([C:28]1[CH:33]=[CH:32][C:31]([C:34]2[CH2:35][CH2:36][N:37]([C:40]([O:42][C:43]([CH3:46])([CH3:45])[CH3:44])=[O:41])[CH2:38][CH:39]=2)=[CH:30][CH:29]=1)=[O:27].[H][H], predict the reaction product. The product is: [OH:27][CH2:26][C:28]1[CH:33]=[CH:32][C:31]([CH:34]2[CH2:35][CH2:36][N:37]([C:40]([O:42][C:43]([CH3:46])([CH3:45])[CH3:44])=[O:41])[CH2:38][CH2:39]2)=[CH:30][CH:29]=1. (5) Given the reactants C([O-])([O-])=O.[K+].[K+].[OH:7][C:8]1[C:17]2[C:12](=[CH:13][CH:14]=[C:15]([OH:18])[CH:16]=2)[CH:11]=[CH:10][C:9]=1[C:19]([OH:21])=[O:20].[CH2:22](Cl)[C:23]1[CH:28]=[CH:27][CH:26]=[CH:25][CH:24]=1, predict the reaction product. The product is: [CH2:22]([O:20][C:19]([C:9]1[CH:10]=[CH:11][C:12]2[C:17](=[CH:16][C:15]([O:18][CH2:22][C:23]3[CH:28]=[CH:27][CH:26]=[CH:25][CH:24]=3)=[CH:14][CH:13]=2)[C:8]=1[O:7][CH2:19][C:9]1[CH:10]=[CH:11][CH:12]=[CH:17][CH:8]=1)=[O:21])[C:23]1[CH:28]=[CH:27][CH:26]=[CH:25][CH:24]=1. (6) Given the reactants [C:1]([OH:6])(=[O:5])[C:2]([CH3:4])=[CH2:3].S([O-])(OCCCCCCCCCCCC)(=O)=O.[Na+].[C:25]([O:29][CH3:30])(=[O:28])[CH:26]=[CH2:27], predict the reaction product. The product is: [CH3:4][C:2]([C:1]([OH:6])=[O:5])=[CH2:3].[CH3:30][O:29][C:25]([CH:26]=[CH2:27])=[O:28].